From a dataset of Forward reaction prediction with 1.9M reactions from USPTO patents (1976-2016). Predict the product of the given reaction. (1) Given the reactants Br[C:2]12[CH2:11][CH:6]3[CH2:7][CH:8]([CH2:10][CH:4]([CH2:5]3)[CH2:3]1)[CH2:9]2.[PH4+].[BH4-].[Na+].CC(N=NC(C#N)(C)C)(C#N)C, predict the reaction product. The product is: [CH:2]12[CH2:11][CH:6]3[CH2:7][CH:8]([CH2:10][CH:4]([CH2:5]3)[CH2:3]1)[CH2:9]2. (2) Given the reactants [CH3:1][O:2][C:3]1[CH:4]=[C:5]([C:11]2[C:22](=[O:23])[NH:21][C:14]3[N:15]=[C:16]([S:19][CH3:20])[N:17]=[CH:18][C:13]=3[CH:12]=2)[CH:6]=[C:7]([O:9][CH3:10])[CH:8]=1.C([O-])([O-])=O.[K+].[K+].CS(O[CH2:35][CH2:36][C:37]1[CH:42]=[CH:41][N:40]=[C:39]([NH:43][C:44]([O:46][C:47]([CH3:50])([CH3:49])[CH3:48])=[O:45])[CH:38]=1)(=O)=O.O, predict the reaction product. The product is: [C:47]([O:46][C:44](=[O:45])[NH:43][C:39]1[CH:38]=[C:37]([CH2:36][CH2:35][N:21]2[C:14]3[N:15]=[C:16]([S:19][CH3:20])[N:17]=[CH:18][C:13]=3[CH:12]=[C:11]([C:5]3[CH:6]=[C:7]([O:9][CH3:10])[CH:8]=[C:3]([O:2][CH3:1])[CH:4]=3)[C:22]2=[O:23])[CH:42]=[CH:41][N:40]=1)([CH3:50])([CH3:49])[CH3:48].